Dataset: NCI-60 drug combinations with 297,098 pairs across 59 cell lines. Task: Regression. Given two drug SMILES strings and cell line genomic features, predict the synergy score measuring deviation from expected non-interaction effect. (1) Drug 1: CCC(=C(C1=CC=CC=C1)C2=CC=C(C=C2)OCCN(C)C)C3=CC=CC=C3.C(C(=O)O)C(CC(=O)O)(C(=O)O)O. Drug 2: C1C(C(OC1N2C=NC3=C2NC=NCC3O)CO)O. Cell line: M14. Synergy scores: CSS=-1.89, Synergy_ZIP=5.16, Synergy_Bliss=-3.07, Synergy_Loewe=-3.01, Synergy_HSA=-3.03. (2) Drug 1: C1CC(C1)(C(=O)O)C(=O)O.[NH2-].[NH2-].[Pt+2]. Drug 2: CC(C)NC(=O)C1=CC=C(C=C1)CNNC.Cl. Cell line: SK-MEL-28. Synergy scores: CSS=4.64, Synergy_ZIP=-1.61, Synergy_Bliss=3.41, Synergy_Loewe=-5.09, Synergy_HSA=0.132. (3) Cell line: EKVX. Drug 2: COCCOC1=C(C=C2C(=C1)C(=NC=N2)NC3=CC=CC(=C3)C#C)OCCOC.Cl. Drug 1: C1CC(=O)NC(=O)C1N2CC3=C(C2=O)C=CC=C3N. Synergy scores: CSS=10.5, Synergy_ZIP=-2.23, Synergy_Bliss=1.55, Synergy_Loewe=-1.09, Synergy_HSA=3.64. (4) Drug 1: CN1C(=O)N2C=NC(=C2N=N1)C(=O)N. Drug 2: CC1=C(N=C(N=C1N)C(CC(=O)N)NCC(C(=O)N)N)C(=O)NC(C(C2=CN=CN2)OC3C(C(C(C(O3)CO)O)O)OC4C(C(C(C(O4)CO)O)OC(=O)N)O)C(=O)NC(C)C(C(C)C(=O)NC(C(C)O)C(=O)NCCC5=NC(=CS5)C6=NC(=CS6)C(=O)NCCC[S+](C)C)O. Cell line: HOP-92. Synergy scores: CSS=22.2, Synergy_ZIP=-1.64, Synergy_Bliss=5.11, Synergy_Loewe=-26.5, Synergy_HSA=0.753. (5) Drug 1: CC12CCC(CC1=CCC3C2CCC4(C3CC=C4C5=CN=CC=C5)C)O. Drug 2: C(CC(=O)O)C(=O)CN.Cl. Cell line: OVCAR3. Synergy scores: CSS=7.13, Synergy_ZIP=-6.81, Synergy_Bliss=-5.17, Synergy_Loewe=-6.88, Synergy_HSA=-5.03.